From a dataset of Forward reaction prediction with 1.9M reactions from USPTO patents (1976-2016). Predict the product of the given reaction. (1) Given the reactants [CH3:1][C:2]1[C:6]([C:7]([OH:9])=[O:8])=[CH:5][NH:4][N:3]=1.[O:10]1[CH:15]=[CH:14][CH2:13][CH2:12][CH2:11]1.C1(C)C=CC(S(O)(=O)=O)=CC=1, predict the reaction product. The product is: [CH3:1][C:2]1[C:6]([C:7]([OH:9])=[O:8])=[CH:5][N:4]([CH:11]2[CH2:12][CH2:13][CH2:14][CH2:15][O:10]2)[N:3]=1. (2) Given the reactants [Br:1][C:2]1[N:3]=[C:4]([NH:11][C:12]2[CH:17]=[CH:16][C:15]([CH:18]3[CH2:23][CH2:22][N:21](C(OC(C)(C)C)=O)[CH2:20][CH2:19]3)=[CH:14][CH:13]=2)[C:5]2[N:6]([CH:8]=[CH:9][N:10]=2)[CH:7]=1.FC(F)(F)C(O)=O.C(=O)(O)[O-].[Na+], predict the reaction product. The product is: [Br:1][C:2]1[N:3]=[C:4]([NH:11][C:12]2[CH:13]=[CH:14][C:15]([CH:18]3[CH2:23][CH2:22][NH:21][CH2:20][CH2:19]3)=[CH:16][CH:17]=2)[C:5]2[N:6]([CH:8]=[CH:9][N:10]=2)[CH:7]=1.